From a dataset of Forward reaction prediction with 1.9M reactions from USPTO patents (1976-2016). Predict the product of the given reaction. (1) Given the reactants [ClH:1].[NH2:2][C@H:3]([CH:22]([CH3:24])[CH3:23])[C:4]([N:6]1[CH2:11][CH2:10][C@@:9]([C:13]2[CH:18]=[CH:17][C:16](Cl)=[CH:15][CH:14]=2)([OH:12])[C:8]([CH3:21])([CH3:20])[CH2:7]1)=[O:5].[Cl:25][C:26]1[CH:34]=[CH:33][C:29]([C:30](Cl)=[O:31])=[CH:28][N:27]=1.CCN(C(C)C)C(C)C, predict the reaction product. The product is: [Cl:25][C:26]1[CH:34]=[CH:33][C:29]([C:30]([NH:2][C@H:3]([CH:22]([CH3:24])[CH3:23])[C:4]([N:6]2[CH2:11][CH2:10][C@:9]([C:13]3[CH:18]=[CH:17][CH:16]=[CH:15][C:14]=3[Cl:1])([OH:12])[C:8]([CH3:21])([CH3:20])[CH2:7]2)=[O:5])=[O:31])=[CH:28][N:27]=1. (2) Given the reactants [S:1]1[C:5]2[CH:6]=[C:7]([N:10]3[CH2:14][CH:13]([C:15]([F:18])([F:17])[F:16])[NH:12][C:11]3=[O:19])[CH:8]=[CH:9][C:4]=2[N:3]=[CH:2]1.Br[C:21]1[CH:22]=[N:23][CH:24]=[CH:25][CH:26]=1.C1(N)CCCCC1N.P([O-])([O-])([O-])=O.[K+].[K+].[K+], predict the reaction product. The product is: [S:1]1[C:5]2[CH:6]=[C:7]([N:10]3[CH2:14][CH:13]([C:15]([F:17])([F:18])[F:16])[N:12]([C:21]4[CH:22]=[N:23][CH:24]=[CH:25][CH:26]=4)[C:11]3=[O:19])[CH:8]=[CH:9][C:4]=2[N:3]=[CH:2]1. (3) Given the reactants [CH2:1]([O:8][C:9]1[C:14]([F:15])=[CH:13][C:12](Br)=[CH:11][C:10]=1[F:17])[C:2]1[CH:7]=[CH:6][CH:5]=[CH:4][CH:3]=1.[Li]CCCC.CN(C)[CH:25]=[O:26], predict the reaction product. The product is: [CH2:1]([O:8][C:9]1[C:14]([F:15])=[CH:13][C:12]([CH:25]=[O:26])=[CH:11][C:10]=1[F:17])[C:2]1[CH:7]=[CH:6][CH:5]=[CH:4][CH:3]=1.[CH2:1]([O:8][C:9]1[C:14]([F:15])=[C:13]([CH:12]=[CH:11][C:10]=1[F:17])[CH:25]=[O:26])[C:2]1[CH:7]=[CH:6][CH:5]=[CH:4][CH:3]=1. (4) Given the reactants [C:1]([C:3]1[CH:14]=[CH:13][CH:12]=[CH:11][C:4]=1[O:5][CH2:6][C:7](OC)=[O:8])#[N:2], predict the reaction product. The product is: [O:5]1[C:4]2[CH:11]=[CH:12][CH:13]=[CH:14][C:3]=2[CH2:1][NH:2][C:7](=[O:8])[CH2:6]1. (5) Given the reactants Br[C:2]1[CH:3]=[C:4]2[C:9](=[CH:10][CH:11]=1)[N:8]=[C:7]([O:12][CH3:13])[CH:6]=[C:5]2[C:14]1[CH:19]=[CH:18][CH:17]=[C:16]([Cl:20])[CH:15]=1.[Cl:21][C:22]1[CH:26]=[CH:25][S:24][C:23]=1[C:27]([C:29]1[N:30]([CH3:34])[CH:31]=[N:32][CH:33]=1)=[O:28], predict the reaction product. The product is: [Cl:20][C:16]1[CH:15]=[C:14]([C:5]2[C:4]3[C:9](=[CH:10][CH:11]=[C:2]([C:27]([C:23]4[S:24][CH:25]=[CH:26][C:22]=4[Cl:21])([C:29]4[N:30]([CH3:34])[CH:31]=[N:32][CH:33]=4)[OH:28])[CH:3]=3)[N:8]=[C:7]([O:12][CH3:13])[CH:6]=2)[CH:19]=[CH:18][CH:17]=1. (6) Given the reactants [C:1]1([C@H:7]([NH2:9])[CH3:8])[CH:6]=[CH:5][CH:4]=[CH:3][CH:2]=1.[Cl:10][C:11]1[CH:12]=[C:13]([CH:17]=[CH:18][C:19]=1[O:20][CH3:21])[C:14](O)=[O:15], predict the reaction product. The product is: [Cl:10][C:11]1[CH:12]=[C:13]([CH:17]=[CH:18][C:19]=1[O:20][CH3:21])[C:14]([NH:9][C@@H:7]([C:1]1[CH:6]=[CH:5][CH:4]=[CH:3][CH:2]=1)[CH3:8])=[O:15]. (7) Given the reactants I[C:2]1[CH:3]=[C:4]([CH:8]=[C:9]([C:11](=[O:27])[C:12]2[CH:17]=[CH:16][C:15]([N:18]([C:20]3[CH:25]=[CH:24][C:23]([Cl:26])=[CH:22][CH:21]=3)[CH3:19])=[CH:14][N:13]=2)[CH:10]=1)[C:5]([OH:7])=[O:6].[Cl:28][C:29]1[CH:30]=[C:31](B(O)O)[CH:32]=[CH:33][CH:34]=1.C1(C)C=CC=CC=1P(C1C=CC=CC=1C)C1C=CC=CC=1C.[O-]P([O-])([O-])=O.[K+].[K+].[K+], predict the reaction product. The product is: [Cl:28][C:29]1[CH:34]=[C:33]([C:2]2[CH:10]=[C:9]([C:11](=[O:27])[C:12]3[CH:17]=[CH:16][C:15]([N:18]([C:20]4[CH:25]=[CH:24][C:23]([Cl:26])=[CH:22][CH:21]=4)[CH3:19])=[CH:14][N:13]=3)[CH:8]=[C:4]([C:5]([OH:7])=[O:6])[CH:3]=2)[CH:32]=[CH:31][CH:30]=1.